This data is from Full USPTO retrosynthesis dataset with 1.9M reactions from patents (1976-2016). The task is: Predict the reactants needed to synthesize the given product. (1) The reactants are: [Cl:1][C:2]1[CH:7]=[CH:6][CH:5]=[CH:4][C:3]=1[C:8]([C:10]1[C:11](Cl)=[N:12][C:13]([Cl:16])=[CH:14][CH:15]=1)=O.CCN(C(C)C)C(C)C.[NH2:27][NH2:28]. Given the product [Cl:16][C:13]1[N:12]=[C:11]2[NH:27][N:28]=[C:8]([C:3]3[CH:4]=[CH:5][CH:6]=[CH:7][C:2]=3[Cl:1])[C:10]2=[CH:15][CH:14]=1, predict the reactants needed to synthesize it. (2) Given the product [CH2:28]([N:26]([CH3:27])[C:24]1[C:23]([CH3:32])=[CH:22][C:17]2[NH:18][C:19](=[O:21])[CH2:20][C:14]([C:10]3[CH:11]=[CH:12][CH:13]=[C:8]([N:7]4[C:3]([CH2:2][N:38]5[CH2:42][CH2:41][CH2:40][CH2:39]5)=[CH:4][N:5]=[N:6]4)[CH:9]=3)=[N:15][C:16]=2[CH:25]=1)[CH:29]([CH3:31])[CH3:30], predict the reactants needed to synthesize it. The reactants are: O[CH2:2][C:3]1[N:7]([C:8]2[CH:9]=[C:10]([C:14]3[CH2:20][C:19](=[O:21])[NH:18][C:17]4[CH:22]=[C:23]([CH3:32])[C:24]([N:26]([CH2:28][CH:29]([CH3:31])[CH3:30])[CH3:27])=[CH:25][C:16]=4[N:15]=3)[CH:11]=[CH:12][CH:13]=2)[N:6]=[N:5][CH:4]=1.S(Cl)(Cl)=O.[Cl-].[NH:38]1[CH2:42][CH2:41][CH2:40][CH2:39]1.